This data is from Full USPTO retrosynthesis dataset with 1.9M reactions from patents (1976-2016). The task is: Predict the reactants needed to synthesize the given product. (1) Given the product [CH2:40]([O:42][C:43]([CH:45]1[CH2:48][CH:2]([C:1]([O:4][C@H:5]2[CH2:22][CH2:21][C@@:20]3([CH3:23])[C@@H:7]([CH2:8][CH2:9][C@:10]4([CH3:34])[C@@H:19]3[CH2:18][CH2:17][C@H:16]3[C@@:11]4([CH3:33])[CH2:12][CH2:13][C@@:14]4([C:30]([OH:32])=[O:31])[CH2:26][CH2:25][C@@H:24]([C:27]([CH3:29])=[CH2:28])[C@@H:15]43)[C:6]2([CH3:36])[CH3:35])=[O:3])[C:46]1([CH3:59])[CH3:47])=[O:44])[C:39]1[CH:61]=[CH:62][CH:63]=[CH:64][CH:38]=1, predict the reactants needed to synthesize it. The reactants are: [C:1]([O:4][C@H:5]1[CH2:22][CH2:21][C@@:20]2([CH3:23])[C@@H:7]([CH2:8][CH2:9][C@:10]3([CH3:34])[C@@H:19]2[CH2:18][CH2:17][C@H:16]2[C@@:11]3([CH3:33])[CH2:12][CH2:13][C@@:14]3([C:30]([OH:32])=[O:31])[CH2:26][CH2:25][C@@H:24]([C:27]([CH3:29])=[CH2:28])[C@@H:15]32)[C:6]1([CH3:36])[CH3:35])(=[O:3])[CH3:2].Cl[C:38]1[CH:64]=[C:63](Cl)[CH:62]=[C:61](Cl)[C:39]=1[C:40]([O:42][C:43]([C@H:45]1[CH2:48][C@@H:47](C(OCC2C=CC=CC=2)=O)[C:46]1(C)[CH3:59])=[O:44])=O. (2) Given the product [CH2:1]([N:8]1[C:16]([C:17]2[CH:32]=[CH:31][C:20]([O:21][C:22]3[CH:23]=[C:24]([CH:28]=[CH:29][CH:30]=3)[C:25]([N:52]([O:51][CH3:50])[CH3:53])=[O:27])=[CH:19][CH:18]=2)=[C:15]2[C:10]([C:11]([C:33]([F:35])([F:34])[F:36])=[CH:12][CH:13]=[CH:14]2)=[N:9]1)[C:2]1[CH:7]=[CH:6][CH:5]=[CH:4][CH:3]=1, predict the reactants needed to synthesize it. The reactants are: [CH2:1]([N:8]1[C:16]([C:17]2[CH:32]=[CH:31][C:20]([O:21][C:22]3[CH:23]=[C:24]([CH:28]=[CH:29][CH:30]=3)[C:25]([OH:27])=O)=[CH:19][CH:18]=2)=[C:15]2[C:10]([C:11]([C:33]([F:36])([F:35])[F:34])=[CH:12][CH:13]=[CH:14]2)=[N:9]1)[C:2]1[CH:7]=[CH:6][CH:5]=[CH:4][CH:3]=1.Cl.CN(C)CCCN=C=NCC.Cl.[CH3:50][O:51][NH:52][CH3:53].C(N(CC)CC)C. (3) Given the product [Cl:1][C:2]1[C:3]([F:11])=[C:4]([CH:8]=[CH:9][CH:10]=1)[C:5]([NH:30][CH2:29][C:16]1([C:19]2[CH:20]=[N:21][C:22]([C:25]([F:28])([F:26])[F:27])=[CH:23][CH:24]=2)[CH2:17][CH2:18][C:13]([F:12])([F:31])[CH2:14][CH2:15]1)=[O:7], predict the reactants needed to synthesize it. The reactants are: [Cl:1][C:2]1[C:3]([F:11])=[C:4]([CH:8]=[CH:9][CH:10]=1)[C:5]([OH:7])=O.[F:12][C:13]1([F:31])[CH2:18][CH2:17][C:16]([CH2:29][NH2:30])([C:19]2[CH:20]=[N:21][C:22]([C:25]([F:28])([F:27])[F:26])=[CH:23][CH:24]=2)[CH2:15][CH2:14]1. (4) Given the product [C:5]([O:13][C@@H:14]1[C@@H:37]([O:38][C:39](=[O:46])[C:40]2[CH:45]=[CH:44][CH:43]=[CH:42][CH:41]=2)[C@H:36]([O:47][C:48](=[O:55])[C:49]2[CH:50]=[CH:51][CH:52]=[CH:53][CH:54]=2)[C@@H:35]([C@@H:56]([CH3:66])[O:57][C:58](=[O:65])[C:59]2[CH:64]=[CH:63][CH:62]=[CH:61][CH:60]=2)[O:34][C@H:15]1[O:16][C:17]1[C:22]([CH2:23][C:24]2[CH:25]=[CH:26][C:27]([CH2:30][CH3:31])=[CH:28][CH:29]=2)=[CH:21][CH:20]=[C:19]([CH3:33])[N:18]=1)(=[O:12])[C:6]1[CH:7]=[CH:8][CH:9]=[CH:10][CH:11]=1, predict the reactants needed to synthesize it. The reactants are: C(Cl)Cl.Br.[C:5]([O:13][C@@H:14]1[C@@H:37]([O:38][C:39](=[O:46])[C:40]2[CH:45]=[CH:44][CH:43]=[CH:42][CH:41]=2)[C@H:36]([O:47][C:48](=[O:55])[C:49]2[CH:54]=[CH:53][CH:52]=[CH:51][CH:50]=2)[C@@H:35]([C@@H:56]([CH3:66])[O:57][C:58](=[O:65])[C:59]2[CH:64]=[CH:63][CH:62]=[CH:61][CH:60]=2)[O:34][C@H:15]1[O:16][C:17]1[C:22]([CH2:23][C:24]2[CH:29]=[CH:28][C:27]([CH2:30][CH3:31])=[CH:26][CH:25]=2)=[C:21](C)[CH:20]=[C:19]([CH3:33])[N:18]=1)(=[O:12])[C:6]1[CH:11]=[CH:10][CH:9]=[CH:8][CH:7]=1.C(C1C=CC(CC2C(O)=NC=CC=2C)=CC=1)C. (5) Given the product [CH2:8]([C:3]1[C:1](=[O:2])[N:15]2[N:14]=[CH:13][C:12]([C:16]#[N:17])=[C:11]2[NH:10][CH:4]=1)[CH3:9], predict the reactants needed to synthesize it. The reactants are: [CH:1]([CH:3]([CH2:8][CH3:9])[C:4](OC)=O)=[O:2].[NH2:10][C:11]1[NH:15][N:14]=[CH:13][C:12]=1[C:16]#[N:17].